Dataset: Peptide-MHC class I binding affinity with 185,985 pairs from IEDB/IMGT. Task: Regression. Given a peptide amino acid sequence and an MHC pseudo amino acid sequence, predict their binding affinity value. This is MHC class I binding data. The peptide sequence is IRQSSYTDW. The MHC is Mamu-B17 with pseudo-sequence Mamu-B17. The binding affinity (normalized) is 0.493.